This data is from Catalyst prediction with 721,799 reactions and 888 catalyst types from USPTO. The task is: Predict which catalyst facilitates the given reaction. Reactant: [NH:1]1[CH:5]=[CH:4][CH:3]=[N:2]1.[H-].[Na+].CS(O[CH:13]1[CH2:18][CH2:17][N:16]([C:19]([O:21][C:22]([CH3:25])([CH3:24])[CH3:23])=[O:20])[CH2:15][CH2:14]1)(=O)=O. Product: [N:1]1([CH:13]2[CH2:18][CH2:17][N:16]([C:19]([O:21][C:22]([CH3:25])([CH3:24])[CH3:23])=[O:20])[CH2:15][CH2:14]2)[CH:5]=[CH:4][CH:3]=[N:2]1. The catalyst class is: 3.